From a dataset of Peptide-MHC class II binding affinity with 134,281 pairs from IEDB. Regression. Given a peptide amino acid sequence and an MHC pseudo amino acid sequence, predict their binding affinity value. This is MHC class II binding data. The peptide sequence is VRNGKKLIPSWASVK. The MHC is DRB1_1301 with pseudo-sequence DRB1_1301. The binding affinity (normalized) is 0.503.